This data is from Catalyst prediction with 721,799 reactions and 888 catalyst types from USPTO. The task is: Predict which catalyst facilitates the given reaction. (1) Reactant: [Cl:1][C:2]1[CH:3]=[C:4]([CH:26]=[CH:27][CH:28]=1)[O:5][CH2:6][C:7]1[NH:25][C:10]2[N:11]=[C:12]([C:19]3[CH:24]=[CH:23][CH:22]=[CH:21][CH:20]=3)[N:13]=[C:14]([NH:15][CH:16](N)[CH3:17])[C:9]=2[CH:8]=1.Cl[C:30]([N:32]([CH3:34])[CH3:33])=[O:31].C[N:36](C=O)C. Product: [Cl:1][C:2]1[CH:3]=[C:4]([CH:26]=[CH:27][CH:28]=1)[O:5][CH2:6][C:7]1[NH:25][C:10]2[N:11]=[C:12]([C:19]3[CH:20]=[CH:21][CH:22]=[CH:23][CH:24]=3)[N:13]=[C:14]([NH:15][CH2:16][CH2:17][NH:36][C:30](=[O:31])[N:32]([CH3:34])[CH3:33])[C:9]=2[CH:8]=1. The catalyst class is: 2. (2) The catalyst class is: 3. Reactant: [Cl:1][C:2]1[S:6][C:5]([C:7]([OH:9])=O)=[CH:4][CH:3]=1.F[P-](F)(F)(F)(F)F.N1(O[P+](N(C)C)(N(C)C)N(C)C)C2C=CC=CC=2N=N1.[NH2:37][CH2:38][C:39]1[N:40]=[CH:41][NH:42][CH:43]=1. Product: [Cl:1][C:2]1[S:6][C:5]([C:7]([NH:37][CH2:38][C:39]2[N:40]=[CH:41][NH:42][CH:43]=2)=[O:9])=[CH:4][CH:3]=1. (3) Reactant: Cl.[CH2:2]([N:6]1[CH2:11][CH2:10][CH2:9][CH2:8][CH:7]1[C:12]#[C:13][C:14]1[CH:19]=[C:18]([C:20]([F:23])([F:22])[F:21])[CH:17]=[CH:16][C:15]=1[C:24]1[N:29]=[CH:28][N:27]=[C:26]([O:30][C:31]2[C:36]3[N:37]=[C:38]([NH:40][C:41](=[O:43])[CH3:42])[S:39][C:35]=3[CH:34]=[CH:33][CH:32]=2)[CH:25]=1)[CH:3]([CH3:5])[CH3:4]. Product: [CH2:2]([N:6]1[CH2:11][CH2:10][CH2:9][CH2:8][CH:7]1[CH2:12][CH2:13][C:14]1[CH:19]=[C:18]([C:20]([F:22])([F:23])[F:21])[CH:17]=[CH:16][C:15]=1[C:24]1[N:29]=[CH:28][N:27]=[C:26]([O:30][C:31]2[C:36]3[N:37]=[C:38]([NH:40][C:41](=[O:43])[CH3:42])[S:39][C:35]=3[CH:34]=[CH:33][CH:32]=2)[CH:25]=1)[CH:3]([CH3:5])[CH3:4]. The catalyst class is: 12. (4) Reactant: [CH3:1][N:2]1[C:10](=[O:11])[C:9]2[C:4](=[C:5]([CH2:20][N:21]3[CH2:25][CH2:24][CH2:23][CH2:22]3)[CH:6]=[CH:7][C:8]=2[NH:12]C(=O)OC(C)(C)C)[CH2:3]1.C(O)(C(F)(F)F)=O. Product: [NH2:12][C:8]1[CH:7]=[CH:6][C:5]([CH2:20][N:21]2[CH2:22][CH2:23][CH2:24][CH2:25]2)=[C:4]2[C:9]=1[C:10](=[O:11])[N:2]([CH3:1])[CH2:3]2. The catalyst class is: 2.